Predict the reactants needed to synthesize the given product. From a dataset of Full USPTO retrosynthesis dataset with 1.9M reactions from patents (1976-2016). (1) The reactants are: Cl[C:2]1[CH:7]=[CH:6][N:5]=[C:4]([CH2:8][O:9][C:10]2[CH:15]=[CH:14][CH:13]=[CH:12][C:11]=2[CH2:16][C:17]([O:19]C)=[O:18])[CH:3]=1.Cl.[NH2:22][CH2:23][C:24]1[CH:25]=[CH:26][C:27]([F:33])=[C:28](B(O)O)[CH:29]=1. Given the product [NH2:22][CH2:23][C:24]1[CH:25]=[CH:26][C:27]([F:33])=[C:28]([C:2]2[CH:7]=[CH:6][N:5]=[C:4]([CH2:8][O:9][C:10]3[CH:15]=[CH:14][CH:13]=[CH:12][C:11]=3[CH2:16][C:17]([OH:19])=[O:18])[CH:3]=2)[CH:29]=1, predict the reactants needed to synthesize it. (2) Given the product [CH3:6][CH:5]([CH3:7])[CH2:4][C@@H:3]([NH:8][C:9]1[N:10]=[C:11]([NH:21][C:22]2[CH:27]=[CH:26][CH:25]=[C:24]([S:28]([CH3:31])(=[O:29])=[O:30])[CH:23]=2)[C:12]2[C:13](=[O:15])[NH:20][CH2:19][C:17]=2[CH:18]=1)[C:2]([NH2:1])=[O:32], predict the reactants needed to synthesize it. The reactants are: [NH2:1][C:2](=[O:32])[C@H:3]([NH:8][C:9]1[CH:18]=[C:17]([C:19]#[N:20])[C:12]([C:13]([O:15]C)=O)=[C:11]([NH:21][C:22]2[CH:27]=[CH:26][CH:25]=[C:24]([S:28]([CH3:31])(=[O:30])=[O:29])[CH:23]=2)[N:10]=1)[CH2:4][CH:5]([CH3:7])[CH3:6]. (3) Given the product [C:1]([O:5][C:6](=[O:35])[CH2:7][N:8]1[C:12]([NH2:13])=[C:11]([C:14]2[CH:27]=[CH:26][C:17]3[N:18]([CH2:24][CH3:25])[C:19](=[O:23])[N:20]([CH2:21][CH3:22])[C:16]=3[CH:15]=2)[C:10]([C:28]2[CH:29]=[C:30]([CH3:34])[CH:31]=[CH:32][CH:33]=2)=[N:9]1)([CH3:2])([CH3:3])[CH3:4].[CH2:24]([N:18]1[C:17]2[CH:26]=[CH:27][C:14]([C:11]3[C:10]([C:28]4[CH:29]=[C:30]([CH3:34])[CH:31]=[CH:32][CH:33]=4)=[N:9][N:8]4[CH2:7][C:6](=[O:35])[NH:13][C:12]=34)=[CH:15][C:16]=2[N:20]([CH2:21][CH3:22])[C:19]1=[O:23])[CH3:25], predict the reactants needed to synthesize it. The reactants are: [C:1]([O:5][C:6](=[O:35])[CH2:7][N:8]1[C:12]([NH2:13])=[C:11]([C:14]2[CH:27]=[CH:26][C:17]3[N:18]([CH2:24][CH3:25])[C:19](=[O:23])[N:20]([CH2:21][CH3:22])[C:16]=3[CH:15]=2)[C:10]([C:28]2[CH:29]=[C:30]([CH3:34])[CH:31]=[CH:32][CH:33]=2)=[N:9]1)([CH3:4])([CH3:3])[CH3:2].C(Cl)(Cl)Cl. (4) Given the product [C:5]([O:10][CH3:11])(=[O:9])[C:6]([CH3:8])=[CH2:7].[CH:12]([S:20]([O-:23])(=[O:21])=[O:22])=[CH:13][C:14]1[CH:19]=[CH:18][CH:17]=[CH:16][CH:15]=1.[Na+:24], predict the reactants needed to synthesize it. The reactants are: C(O)(C)C.[C:5]([O:10][CH3:11])(=[O:9])[C:6]([CH3:8])=[CH2:7].[CH:12]([S:20]([O-:23])(=[O:22])=[O:21])=[CH:13][C:14]1[CH:19]=[CH:18][CH:17]=[CH:16][CH:15]=1.[Na+:24].Cl.Cl.N(C(C)(C)C(N)=N)=NC(C)(C)C(N)=N.